Dataset: Full USPTO retrosynthesis dataset with 1.9M reactions from patents (1976-2016). Task: Predict the reactants needed to synthesize the given product. (1) The reactants are: [CH3:1][O:2][C:3](=[O:27])[CH2:4][O:5][C:6]1[CH:11]=[CH:10][C:9]([CH2:12][NH:13][C:14]([O:16][C:17]([CH3:20])([CH3:19])[CH3:18])=[O:15])=[CH:8][C:7]=1[C:21]1[CH:26]=[CH:25][N:24]=[CH:23][CH:22]=1. Given the product [CH3:1][O:2][C:3](=[O:27])[CH2:4][O:5][C:6]1[CH:11]=[CH:10][C:9]([CH2:12][NH:13][C:14]([O:16][C:17]([CH3:20])([CH3:18])[CH3:19])=[O:15])=[CH:8][C:7]=1[CH:21]1[CH2:22][CH2:23][NH:24][CH2:25][CH2:26]1, predict the reactants needed to synthesize it. (2) Given the product [CH3:1][S:2]([N:5]1[CH2:14][CH2:13][C:12]2[C:7](=[CH:8][C:9]([O:15][CH2:21][CH2:22][CH:23]3[CH2:24][CH2:25][N:26]([C:29]([O:31][C:32]([CH3:33])([CH3:35])[CH3:34])=[O:30])[CH2:27][CH2:28]3)=[CH:10][CH:11]=2)[CH2:6]1)(=[O:4])=[O:3], predict the reactants needed to synthesize it. The reactants are: [CH3:1][S:2]([N:5]1[CH2:14][CH2:13][C:12]2[C:7](=[CH:8][C:9]([OH:15])=[CH:10][CH:11]=2)[CH2:6]1)(=[O:4])=[O:3].CS(O[CH2:21][CH2:22][CH:23]1[CH2:28][CH2:27][N:26]([C:29]([O:31][C:32]([CH3:35])([CH3:34])[CH3:33])=[O:30])[CH2:25][CH2:24]1)(=O)=O.